Dataset: Forward reaction prediction with 1.9M reactions from USPTO patents (1976-2016). Task: Predict the product of the given reaction. (1) Given the reactants CO[C:3]([C:5]1[N:6]([CH3:22])[N:7]=[C:8]([O:10][CH2:11][C:12]2[C:13]([CH2:18][CH2:19][CH2:20][CH3:21])=[N:14][O:15][C:16]=2[CH3:17])[CH:9]=1)=[O:4].[NH2:23][CH:24]1[CH2:29][CH2:28][O:27][CH2:26][CH2:25]1, predict the reaction product. The product is: [O:27]1[CH2:28][CH2:29][CH:24]([NH:23][C:3]([C:5]2[N:6]([CH3:22])[N:7]=[C:8]([O:10][CH2:11][C:12]3[C:13]([CH2:18][CH2:19][CH2:20][CH3:21])=[N:14][O:15][C:16]=3[CH3:17])[CH:9]=2)=[O:4])[CH2:25][CH2:26]1. (2) Given the reactants COC1C=CC(P2(SP(C3C=CC(OC)=CC=3)(=S)S2)=[S:10])=CC=1.[C:23]([O:26][CH2:27][CH2:28][CH2:29][CH2:30][CH2:31][CH2:32][CH2:33][CH2:34][S:35][C:36]1[CH:41]=[CH:40][NH:39][C:38](=O)[C:37]=1[CH3:43])(=[O:25])[CH3:24], predict the reaction product. The product is: [C:23]([O:26][CH2:27][CH2:28][CH2:29][CH2:30][CH2:31][CH2:32][CH2:33][CH2:34][S:35][C:36]1[CH:41]=[CH:40][NH:39][C:38](=[S:10])[C:37]=1[CH3:43])(=[O:25])[CH3:24].